Dataset: Forward reaction prediction with 1.9M reactions from USPTO patents (1976-2016). Task: Predict the product of the given reaction. (1) Given the reactants [CH3:1][C@H:2]1[CH2:7][NH:6][C@H:5]([CH3:8])[CH2:4][NH:3]1.[C:9](O[C:9]([O:11][C:12]([CH3:15])([CH3:14])[CH3:13])=[O:10])([O:11][C:12]([CH3:15])([CH3:14])[CH3:13])=[O:10], predict the reaction product. The product is: [C:9]([N:3]1[CH2:4][C@@H:5]([CH3:8])[NH:6][CH2:7][C@@H:2]1[CH3:1])([O:11][C:12]([CH3:15])([CH3:14])[CH3:13])=[O:10]. (2) Given the reactants [Cl:1][C:2]1C=CC(C[C@@H](NC(=O)C2C=CC(I)=CC=2NS(C2C3N=CC=NC=3C=CC=2)(=O)=O)C(O)=O)=CC=1.C(OC([NH:44][C@H:45]([CH2:49][C:50]1[CH:55]=[CH:54][C:53]([Cl:56])=[CH:52][CH:51]=1)[C:46]([OH:48])=[O:47])=O)(C)(C)C, predict the reaction product. The product is: [ClH:1].[CH3:2][O:48][C:46](=[O:47])[C@H:45]([NH2:44])[CH2:49][C:50]1[CH:55]=[CH:54][C:53]([Cl:56])=[CH:52][CH:51]=1. (3) Given the reactants [OH:1][C:2]1[CH:10]=[C:9]([OH:11])[CH:8]=[CH:7][C:3]=1[C:4]([OH:6])=O.[C:12]([O:16][C:17](=[O:27])[NH:18][CH2:19][CH2:20][CH:21]1[CH2:26][CH2:25][NH:24][CH2:23][CH2:22]1)([CH3:15])([CH3:14])[CH3:13], predict the reaction product. The product is: [C:12]([O:16][C:17](=[O:27])[NH:18][CH2:19][CH2:20][CH:21]1[CH2:22][CH2:23][N:24]([C:4](=[O:6])[C:3]2[CH:7]=[CH:8][C:9]([OH:11])=[CH:10][C:2]=2[OH:1])[CH2:25][CH2:26]1)([CH3:15])([CH3:13])[CH3:14].